Predict the reaction yield, written as a fraction of the theoretical maximum amount of product (1.0 means a 100% yield; for example, 0.34 means a 34% yield). From a dataset of Reaction yield outcomes from USPTO patents with 853,638 reactions. (1) The reactants are [CH3:1][O:2][C:3]([C@@H:5]([N:13]1[CH2:21][C:17]2[CH:18]=[CH:19][S:20][C:16]=2[CH2:15][CH2:14]1)[C:6]1[CH:7]=[CH:8][CH:9]=[CH:10][C:11]=1[Cl:12])=[O:4].[C@:22]12([CH2:32][S:33]([OH:36])(=[O:35])=[O:34])[C:29]([CH3:31])([CH3:30])[CH:26]([CH2:27][CH2:28]1)[CH2:25][C:23]2=[O:24]. The catalyst is C(C(C)=O)C. The product is [CH3:1][O:2][C:3]([C@@H:5]([N:13]1[CH2:21][C:17]2[CH:18]=[CH:19][S:20][C:16]=2[CH2:15][CH2:14]1)[C:6]1[CH:7]=[CH:8][CH:9]=[CH:10][C:11]=1[Cl:12])=[O:4].[C@:22]12([CH2:32][S:33]([O-:36])(=[O:34])=[O:35])[C:29]([CH3:31])([CH3:30])[CH:26]([CH2:27][CH2:28]1)[CH2:25][C:23]2=[O:24]. The yield is 0.860. (2) The reactants are [H-].[Na+].[C:3]1([C:9](=[O:11])[CH3:10])[CH:8]=[CH:7][CH:6]=[CH:5][CH:4]=1.[N:12]([C:15]1[CH:20]=[CH:19][CH:18]=[C:17]([C:21]([F:24])([F:23])[F:22])[CH:16]=1)=[C:13]=[S:14]. The catalyst is CN(C=O)C. The product is [O:11]=[C:9]([C:3]1[CH:8]=[CH:7][CH:6]=[CH:5][CH:4]=1)[CH2:10][C:13](=[S:14])[NH:12][C:15]1[CH:20]=[CH:19][CH:18]=[C:17]([C:21]([F:22])([F:23])[F:24])[CH:16]=1. The yield is 0.550. (3) The reactants are Cl[C:2]1[CH:7]2[CH2:8][CH:4]([CH2:5][CH2:6]2)[C:3]=1/[CH:9]=[CH:10]/[C:11]([O:13][CH2:14][CH3:15])=[O:12].[N-:16]=[N+]=[N-].[Na+].O. The catalyst is CS(C)=O. The product is [CH:7]12[CH2:8][CH:4]([CH2:5][CH2:6]1)[C:3]1[CH:9]=[C:10]([C:11]([O:13][CH2:14][CH3:15])=[O:12])[NH:16][C:2]2=1. The yield is 0.600.